From a dataset of Reaction yield outcomes from USPTO patents with 853,638 reactions. Predict the reaction yield, written as a fraction of the theoretical maximum amount of product (1.0 means a 100% yield; for example, 0.34 means a 34% yield). (1) The reactants are [CH3:1][O:2][C:3]1[CH:4]=[C:5](B(O)O)[CH:6]=[C:7]([O:11][CH3:12])[C:8]=1[O:9][CH3:10].I[C:17]1[C:25]2[C:20](=[N:21][CH:22]=[N:23][C:24]=2[NH2:26])[N:19]([CH:27]([CH3:29])[CH3:28])[N:18]=1.C([O-])([O-])=O.[Na+].[Na+]. The catalyst is CCO.COCCOC.C1C=CC([P]([Pd]([P](C2C=CC=CC=2)(C2C=CC=CC=2)C2C=CC=CC=2)([P](C2C=CC=CC=2)(C2C=CC=CC=2)C2C=CC=CC=2)[P](C2C=CC=CC=2)(C2C=CC=CC=2)C2C=CC=CC=2)(C2C=CC=CC=2)C2C=CC=CC=2)=CC=1. The product is [CH:27]([N:19]1[C:20]2=[N:21][CH:22]=[N:23][C:24]([NH2:26])=[C:25]2[C:17]([C:5]2[CH:4]=[C:3]([O:2][CH3:1])[C:8]([O:9][CH3:10])=[C:7]([O:11][CH3:12])[CH:6]=2)=[N:18]1)([CH3:29])[CH3:28]. The yield is 0.890. (2) The reactants are [CH3:1][S:2][C:3]1[N:4]=[CH:5][C:6]2[C:15](=[O:16])[N:14]([C:17]3[CH:18]=[C:19]([C:23]4[NH:27][C:26](=[O:28])[O:25][N:24]=4)[CH:20]=[CH:21][CH:22]=3)[CH2:13][C@H:12]3[N:8]([CH2:9][CH2:10][CH2:11]3)[C:7]=2[N:29]=1.CO.[C:32]1(P(C2C=CC=CC=2)C2C=CC=CC=2)C=CC=CC=1.N(C(OCC)=O)=NC(OCC)=O. The catalyst is C1COCC1. The product is [CH3:32][N:27]1[C:26](=[O:28])[O:25][N:24]=[C:23]1[C:19]1[CH:20]=[CH:21][CH:22]=[C:17]([N:14]2[CH2:13][C@H:12]3[N:8]([CH2:9][CH2:10][CH2:11]3)[C:7]3[N:29]=[C:3]([S:2][CH3:1])[N:4]=[CH:5][C:6]=3[C:15]2=[O:16])[CH:18]=1. The yield is 0.820. (3) The reactants are CN(C(/N=N/C(N(C)C)=O)=O)C.C(OC([N:20]1[CH2:25][CH2:24][N:23]([C:26]2[C:27]([O:32]CCO)=[N:28][CH:29]=[CH:30][N:31]=2)[CH2:22][CH2:21]1)=O)(C)(C)C.[C:36]1(P(C2C=CC=CC=2)C2C=CC=CC=2)C=CC=C[CH:37]=1.[CH2:55]([O:59][C:60]1[CH:61]=[C:62]([OH:66])[CH:63]=[CH:64][CH:65]=1)[CH2:56][CH2:57][CH3:58]. The catalyst is C1COCC1.CN(C=O)C. The product is [CH2:55]([O:59][C:60]1[CH:61]=[C:62]([CH:63]=[CH:64][CH:65]=1)[O:66][CH2:36][CH2:37][N:28]1[CH:29]=[CH:30][N:31]=[C:26]([N:23]2[CH2:22][CH2:21][NH:20][CH2:25][CH2:24]2)[C:27]1=[O:32])[CH2:56][CH2:57][CH3:58]. The yield is 0.0700. (4) The reactants are [Br:1][C:2]1[S:6][C:5]([C:7]([OH:9])=O)=[CH:4][CH:3]=1.C(Cl)(=O)C(Cl)=O.[F:16][C:17]1[CH:23]=[CH:22][CH:21]=[CH:20][C:18]=1[NH2:19].CCN(C(C)C)C(C)C. The catalyst is C(Cl)Cl.[Cl-].[Na+].O.CC(=O)OCC.CN(C=O)C. The product is [Br:1][C:2]1[S:6][C:5]([C:7]([NH:19][C:18]2[CH:20]=[CH:21][CH:22]=[CH:23][C:17]=2[F:16])=[O:9])=[CH:4][CH:3]=1. The yield is 0.890. (5) The reactants are [H-].[Na+].[N+:3]([C:6]1[CH:14]=[C:13]2[C:9]([CH:10]=[CH:11][NH:12]2)=[CH:8][CH:7]=1)([O-:5])=[O:4].Br[CH2:16][C:17]([O:19][CH2:20][CH3:21])=[O:18]. The catalyst is CN(C=O)C. The product is [N+:3]([C:6]1[CH:14]=[C:13]2[C:9]([CH:10]=[CH:11][N:12]2[CH2:16][C:17]([O:19][CH2:20][CH3:21])=[O:18])=[CH:8][CH:7]=1)([O-:5])=[O:4]. The yield is 0.570. (6) The catalyst is C1(C)C=CC=CC=1.C(OCC)C. The reactants are [F:1][C:2]([F:25])([F:24])[C:3]1[CH:4]=[C:5]([N:9]2[CH2:14][CH2:13][N:12]([CH2:15][CH2:16][CH:17]3[CH2:22][CH2:21][C:20](=O)[CH2:19][CH2:18]3)[CH2:11][CH2:10]2)[CH:6]=[CH:7][CH:8]=1.[CH2:26]([O:28][C:29](=[O:50])[CH:30]=P(C1C=CC=CC=1)(C1C=CC=CC=1)C1C=CC=CC=1)[CH3:27]. The product is [CH2:26]([O:28][C:29](=[O:50])[CH:30]=[C:20]1[CH2:19][CH2:18][CH:17]([CH2:16][CH2:15][N:12]2[CH2:11][CH2:10][N:9]([C:5]3[CH:6]=[CH:7][CH:8]=[C:3]([C:2]([F:25])([F:1])[F:24])[CH:4]=3)[CH2:14][CH2:13]2)[CH2:22][CH2:21]1)[CH3:27]. The yield is 0.450. (7) The reactants are [CH2:1]([O:8][C:9]1[C:14]([CH2:15][N:16]2[C:22](=[O:23])[C:21]3[C:24]([CH3:31])=[C:25]([C:28](O)=[O:29])[CH:26]=[CH:27][C:20]=3[O:19][CH2:18][CH2:17]2)=[C:13]([CH3:32])[CH:12]=[C:11]([CH3:33])[N:10]=1)[C:2]1[CH:7]=[CH:6][CH:5]=[CH:4][CH:3]=1.Cl.[CH3:35][NH:36]C.CCN(C(C)C)C(C)C.CN(C(ON1N=NC2C=CC=NC1=2)=[N+](C)C)C.F[P-](F)(F)(F)(F)F. The catalyst is CN(C=O)C.O. The product is [CH2:1]([O:8][C:9]1[C:14]([CH2:15][N:16]2[C:22](=[O:23])[C:21]3[C:24]([CH3:31])=[C:25]([C:28]([NH:36][CH3:35])=[O:29])[CH:26]=[CH:27][C:20]=3[O:19][CH2:18][CH2:17]2)=[C:13]([CH3:32])[CH:12]=[C:11]([CH3:33])[N:10]=1)[C:2]1[CH:7]=[CH:6][CH:5]=[CH:4][CH:3]=1. The yield is 0.946.